From a dataset of Catalyst prediction with 721,799 reactions and 888 catalyst types from USPTO. Predict which catalyst facilitates the given reaction. (1) Reactant: C(O[C@@H]1[C@@H](OC(=O)C)[C@H](OC(=O)C)[C@@H](COC(=O)C)O[C@H]1[O:24][C:25]1[C:26]([O:28][C@H:29]([C@H:32]([CH2:34][OH:35])[OH:33])[C:30]=1[OH:31])=[O:27])(=O)C.C(=O)([O-])[O-].[K+].[K+]. Product: [O:27]=[C:26]1[O:28][C@H:29]([C@H:32]([CH2:34][OH:35])[OH:33])[C:30]([OH:31])=[C:25]1[OH:24]. The catalyst class is: 24. (2) Reactant: Br[C:2]([CH3:25])([CH3:24])[C:3]([NH:5][C:6](=[O:23])[NH:7][C:8]1[S:9][C:10]2[CH2:16][CH2:15][O:14][C:13]3[CH:17]=[C:18]([Br:21])[CH:19]=[CH:20][C:12]=3[C:11]=2[N:22]=1)=[O:4].C(=O)([O-])[O-]. Product: [Br:21][C:18]1[CH:19]=[CH:20][C:12]2[C:11]3[N:22]=[C:8]([N:7]4[C:2]([CH3:25])([CH3:24])[C:3](=[O:4])[NH:5][C:6]4=[O:23])[S:9][C:10]=3[CH2:16][CH2:15][O:14][C:13]=2[CH:17]=1. The catalyst class is: 9. (3) Reactant: [CH:1]1([CH:4]([C:29]2[CH:30]=[N:31][C:32]([O:35][CH3:36])=[CH:33][CH:34]=2)[O:5][C:6]2[CH:26]=[CH:25][C:9]([CH2:10][NH:11][C:12]3[C:17]([NH2:18])=[CH:16][C:15]([C:19]4[CH:20]=[N:21][N:22]([CH3:24])[CH:23]=4)=[CH:14][N:13]=3)=[CH:8][C:7]=2[O:27][CH3:28])[CH2:3][CH2:2]1.C(N(CC)CC)C.[C:44]([N:49]=[C:50]=S)(=[O:48])[O:45][CH2:46][CH3:47].C1(S(Cl)(=O)=O)C=CC=CC=1. Product: [CH:1]1([CH:4]([C:29]2[CH:30]=[N:31][C:32]([O:35][CH3:36])=[CH:33][CH:34]=2)[O:5][C:6]2[CH:26]=[CH:25][C:9]([CH2:10][N:11]3[C:12]4=[N:13][CH:14]=[C:15]([C:19]5[CH:20]=[N:21][N:22]([CH3:24])[CH:23]=5)[CH:16]=[C:17]4[N:18]=[C:50]3[NH:49][C:44](=[O:48])[O:45][CH2:46][CH3:47])=[CH:8][C:7]=2[O:27][CH3:28])[CH2:3][CH2:2]1. The catalyst class is: 7. (4) Reactant: C(OC([NH:8][C@@H:9]([C:44]([CH3:47])([CH3:46])[CH3:45])[C:10]([N:12]1[C@H:21]([C:22]([N:24]([CH2:33][C:34]2[CH:43]=[CH:42][C:37]([C:38]([O:40][CH3:41])=[O:39])=[CH:36][CH:35]=2)[CH2:25][CH2:26][C:27]2[CH:32]=[CH:31][CH:30]=[CH:29][CH:28]=2)=[O:23])[CH2:20][C:19]2[C:14](=[CH:15][CH:16]=[CH:17][CH:18]=2)[CH2:13]1)=[O:11])=O)(C)(C)C.C(O)(C(F)(F)F)=O. Product: [NH2:8][C@@H:9]([C:44]([CH3:47])([CH3:46])[CH3:45])[C:10]([N:12]1[C@H:21]([C:22]([N:24]([CH2:33][C:34]2[CH:35]=[CH:36][C:37]([C:38]([O:40][CH3:41])=[O:39])=[CH:42][CH:43]=2)[CH2:25][CH2:26][C:27]2[CH:32]=[CH:31][CH:30]=[CH:29][CH:28]=2)=[O:23])[CH2:20][C:19]2[C:14](=[CH:15][CH:16]=[CH:17][CH:18]=2)[CH2:13]1)=[O:11]. The catalyst class is: 2.